Dataset: Reaction yield outcomes from USPTO patents with 853,638 reactions. Task: Predict the reaction yield, written as a fraction of the theoretical maximum amount of product (1.0 means a 100% yield; for example, 0.34 means a 34% yield). (1) The reactants are [F:1][C:2]1[CH:7]=[CH:6][C:5]([CH:8]=[C:9]([C:12]2[CH:17]=[CH:16][CH:15]=[CH:14][N:13]=2)[C:10]#[N:11])=[CH:4][CH:3]=1.[N+]([CH2:20][C:21]([O:23][CH2:24][CH3:25])=[O:22])#[C-].CC([O-])(C)C.[K+].C(OCC)(=O)C. The catalyst is C1COCC1.O. The product is [CH2:24]([O:23][C:21]([C:20]1[NH:11][CH:10]=[C:9]([C:12]2[CH:17]=[CH:16][CH:15]=[CH:14][N:13]=2)[C:8]=1[C:5]1[CH:4]=[CH:3][C:2]([F:1])=[CH:7][CH:6]=1)=[O:22])[CH3:25]. The yield is 0.880. (2) The reactants are [CH3:1][O:2][CH2:3][CH2:4][O:5][C:6]1[CH:7]=[C:8]([CH:14]=[CH:15][C:16]=1[O:17][CH2:18][CH2:19][O:20][CH3:21])[C:9]([O:11][CH2:12][CH3:13])=[O:10].[N+:22]([O-])([OH:24])=[O:23]. The catalyst is CC(O)=O. The product is [CH3:21][O:20][CH2:19][CH2:18][O:17][C:16]1[C:6]([O:5][CH2:4][CH2:3][O:2][CH3:1])=[CH:7][C:8]([C:9]([O:11][CH2:12][CH3:13])=[O:10])=[C:14]([N+:22]([O-:24])=[O:23])[CH:15]=1. The yield is 0.940. (3) The reactants are C([O:5][C:6](=O)[CH2:7][CH:8]([C:16]#[N:17])[CH:9]([CH:13]([CH3:15])[CH3:14])[CH2:10][CH2:11][CH3:12])(C)(C)C. The catalyst is CO.[Ni]. The product is [CH:13]([CH:9]([CH:8]1[CH2:16][NH:17][C:6](=[O:5])[CH2:7]1)[CH2:10][CH2:11][CH3:12])([CH3:15])[CH3:14]. The yield is 1.00. (4) The reactants are [C:1]([C:5]1[C:10]([N+:11]([O-])=O)=[CH:9][C:8]([OH:14])=[C:7]([Cl:15])[CH:6]=1)([CH3:4])([CH3:3])[CH3:2]. The catalyst is CO.[Ni]. The product is [C:1]([C:5]1[C:10]([NH2:11])=[CH:9][C:8]([OH:14])=[C:7]([Cl:15])[CH:6]=1)([CH3:4])([CH3:2])[CH3:3]. The yield is 0.780. (5) The reactants are CN1CC[O:5][CH2:4][CH2:3]1.Cl.[NH2:9][CH:10]([C:16](=[O:18])[CH3:17])[C:11]([O:13][CH2:14][CH3:15])=[O:12].C(OC(=O)C)(=O)C.O. The catalyst is CN(C=O)C.C1COCC1. The product is [C:4]([NH:9][CH:10]([C:16](=[O:18])[CH3:17])[C:11]([O:13][CH2:14][CH3:15])=[O:12])(=[O:5])[CH3:3]. The yield is 0.130. (6) The reactants are [ClH:1].[CH2:2]([C:7]1[N:8]=[C:9]([NH2:12])[NH:10][CH:11]=1)[CH2:3][CH2:4][C:5]#[CH:6].[N:13]([CH2:16][C:17]1[CH:21]=[CH:20][O:19][CH:18]=1)=[N+:14]=[N-:15]. No catalyst specified. The product is [ClH:1].[O:19]1[CH:20]=[CH:21][C:17]([CH2:16][N:13]2[CH:6]=[C:5]([CH2:4][CH2:3][CH2:2][C:7]3[N:8]=[C:9]([NH2:12])[NH:10][CH:11]=3)[N:15]=[N:14]2)=[CH:18]1. The yield is 0.580. (7) The reactants are S(Cl)([Cl:3])=O.[CH3:5][C:6]1[N:11]=[C:10]([C:12]([OH:14])=O)[CH:9]=[CH:8][CH:7]=1. The catalyst is ClCCl. The product is [CH3:5][C:6]1[N:11]=[C:10]([C:12]([Cl:3])=[O:14])[CH:9]=[CH:8][CH:7]=1. The yield is 0.920.